This data is from Reaction yield outcomes from USPTO patents with 853,638 reactions. The task is: Predict the reaction yield, written as a fraction of the theoretical maximum amount of product (1.0 means a 100% yield; for example, 0.34 means a 34% yield). (1) The reactants are Br[C:2]1[S:18][C:5]2[CH2:6][N:7]([C:11]([O:13][C:14]([CH3:17])([CH3:16])[CH3:15])=[O:12])[CH2:8][CH2:9][O:10][C:4]=2[C:3]=1[CH:19]1[CH2:21][CH2:20]1.[CH3:22]B(O)O.P([O-])([O-])([O-])=O.[K+].[K+].[K+].COCCOC. The catalyst is C1C=CC([P]([Pd]([P](C2C=CC=CC=2)(C2C=CC=CC=2)C2C=CC=CC=2)([P](C2C=CC=CC=2)(C2C=CC=CC=2)C2C=CC=CC=2)[P](C2C=CC=CC=2)(C2C=CC=CC=2)C2C=CC=CC=2)(C2C=CC=CC=2)C2C=CC=CC=2)=CC=1.O. The product is [CH:19]1([C:3]2[C:4]3[O:10][CH2:9][CH2:8][N:7]([C:11]([O:13][C:14]([CH3:17])([CH3:16])[CH3:15])=[O:12])[CH2:6][C:5]=3[S:18][C:2]=2[CH3:22])[CH2:21][CH2:20]1. The yield is 0.760. (2) The reactants are [O:1]([C:8]1[C:9]([NH:24][C:25]2[S:26][CH:27]=[C:28]([CH:30]3[CH2:35][CH2:34][N:33](C(OC(C)(C)C)=O)[CH2:32][CH2:31]3)[N:29]=2)=[N:10][CH:11]=[C:12]([S:14][C:15]2[CH:20]=[CH:19][N:18]=[C:17]3[CH:21]=[CH:22][S:23][C:16]=23)[CH:13]=1)[C:2]1[CH:7]=[CH:6][CH:5]=[CH:4][CH:3]=1.CO.Cl. The catalyst is O1CCOCC1. The product is [O:1]([C:8]1[C:9]([NH:24][C:25]2[S:26][CH:27]=[C:28]([CH:30]3[CH2:35][CH2:34][NH:33][CH2:32][CH2:31]3)[N:29]=2)=[N:10][CH:11]=[C:12]([S:14][C:15]2[CH:20]=[CH:19][N:18]=[C:17]3[CH:21]=[CH:22][S:23][C:16]=23)[CH:13]=1)[C:2]1[CH:7]=[CH:6][CH:5]=[CH:4][CH:3]=1. The yield is 0.525. (3) The reactants are [CH2:1]([N:3]1[C:11]2[C:6](=[CH:7][CH:8]=[C:9]([O:12][CH3:13])[CH:10]=2)[C:5]([C:14]#[N:15])=[C:4]1[C:16]1[CH:17]=[C:18]2[C:22](=[CH:23][CH:24]=1)[NH:21][CH:20]=[CH:19]2)[CH3:2].[CH3:25][S:26](Cl)(=[O:28])=[O:27]. The catalyst is N1C=CC=CC=1.O. The product is [CH2:1]([N:3]1[C:11]2[C:6](=[CH:7][CH:8]=[C:9]([O:12][CH3:13])[CH:10]=2)[C:5]([C:14]#[N:15])=[C:4]1[C:16]1[CH:17]=[C:18]2[C:22](=[CH:23][CH:24]=1)[N:21]([S:26]([CH3:25])(=[O:28])=[O:27])[CH:20]=[CH:19]2)[CH3:2]. The yield is 0.810. (4) The reactants are Br[C:2]1[CH:3]=[C:4]([S:12]([N:15]2[CH2:25][CH2:24][CH2:23][C:17]3([C:21](=[O:22])[NH:20][CH2:19][CH2:18]3)[CH2:16]2)(=[O:14])=[O:13])[CH:5]=[C:6]([C:8]([F:11])([F:10])[F:9])[CH:7]=1.[C:26](=O)([O-])[O-].[K+].[K+].CB1OB(C)OB(C)O1. The catalyst is C1C=CC([P]([Pd]([P](C2C=CC=CC=2)(C2C=CC=CC=2)C2C=CC=CC=2)([P](C2C=CC=CC=2)(C2C=CC=CC=2)C2C=CC=CC=2)[P](C2C=CC=CC=2)(C2C=CC=CC=2)C2C=CC=CC=2)(C2C=CC=CC=2)C2C=CC=CC=2)=CC=1.O1CCOCC1. The product is [CH3:26][C:2]1[CH:3]=[C:4]([S:12]([N:15]2[CH2:25][CH2:24][CH2:23][C:17]3([C:21](=[O:22])[NH:20][CH2:19][CH2:18]3)[CH2:16]2)(=[O:14])=[O:13])[CH:5]=[C:6]([C:8]([F:10])([F:9])[F:11])[CH:7]=1. The yield is 0.290. (5) The reactants are [O:1]1[C:5]2[CH:6]=[CH:7][C:8]([S:10][C:11]3[N:12]([CH2:21][CH2:22][CH2:23][CH3:24])[C:13]4[C:18]([N:19]=3)=[C:17](N)[N:16]=[CH:15][N:14]=4)=[CH:9][C:4]=2[O:3][CH2:2]1.N([O-])=[O:26].[Na+]. The catalyst is C(O)(=O)C.O. The product is [O:1]1[C:5]2[CH:6]=[CH:7][C:8]([S:10][C:11]3[N:12]([CH2:21][CH2:22][CH2:23][CH3:24])[C:13]4[N:14]=[CH:15][NH:16][C:17](=[O:26])[C:18]=4[N:19]=3)=[CH:9][C:4]=2[O:3][CH2:2]1. The yield is 0.580. (6) The yield is 0.160. The catalyst is O1CCOCC1.C1C=CC([P]([Pd]([P](C2C=CC=CC=2)(C2C=CC=CC=2)C2C=CC=CC=2)([P](C2C=CC=CC=2)(C2C=CC=CC=2)C2C=CC=CC=2)[P](C2C=CC=CC=2)(C2C=CC=CC=2)C2C=CC=CC=2)(C2C=CC=CC=2)C2C=CC=CC=2)=CC=1. The reactants are Br[C:2]1[CH:3]=[C:4]([N:22]([CH:24]2[CH2:28][CH2:27][CH2:26][CH2:25]2)[CH3:23])[C:5]([CH3:21])=[C:6]([CH:20]=1)[C:7]([NH:9][CH2:10][C:11]1[C:12](=[O:19])[NH:13][C:14]([CH3:18])=[CH:15][C:16]=1[CH3:17])=[O:8].[O:29]1[CH2:34][CH2:33][N:32]([CH2:35][C:36]2[CH:41]=[CH:40][C:39](B(O)O)=[CH:38][CH:37]=2)[CH2:31][CH2:30]1.C([O-])([O-])=O.[Na+].[Na+].C(Cl)Cl. The product is [CH:24]1([N:22]([CH3:23])[C:4]2[C:5]([CH3:21])=[C:6]([C:7]([NH:9][CH2:10][C:11]3[C:12](=[O:19])[NH:13][C:14]([CH3:18])=[CH:15][C:16]=3[CH3:17])=[O:8])[CH:20]=[C:2]([C:39]3[CH:38]=[CH:37][C:36]([CH2:35][N:32]4[CH2:33][CH2:34][O:29][CH2:30][CH2:31]4)=[CH:41][CH:40]=3)[CH:3]=2)[CH2:28][CH2:27][CH2:26][CH2:25]1. (7) The reactants are [N+:1]([C:4]1[CH:28]=[CH:27][C:26]([N:29]2[CH2:34][CH2:33][CH2:32][CH2:31][CH2:30]2)=[CH:25][C:5]=1[C:6]([NH:8][C:9]1[CH:10]=[N:11][C:12]([C:15]2[CH:20]=[CH:19][CH:18]=[C:17]([C:21]([F:24])([F:23])[F:22])[CH:16]=2)=[N:13][CH:14]=1)=[O:7])([O-])=O.CO. The catalyst is [Pd].C(OCC)(=O)C. The product is [NH2:1][C:4]1[CH:28]=[CH:27][C:26]([N:29]2[CH2:34][CH2:33][CH2:32][CH2:31][CH2:30]2)=[CH:25][C:5]=1[C:6]([NH:8][C:9]1[CH:10]=[N:11][C:12]([C:15]2[CH:20]=[CH:19][CH:18]=[C:17]([C:21]([F:23])([F:24])[F:22])[CH:16]=2)=[N:13][CH:14]=1)=[O:7]. The yield is 0.980. (8) The reactants are C1([CH2:5][C:6]#[C:7][C:8]2[CH:9]=[C:10]([C@@H:14]3[C@@H:18]([C:19]4[CH:24]=[CH:23][CH:22]=[C:21]([F:25])[CH:20]=4)[O:17][C:16](=[O:26])[NH:15]3)[CH:11]=[N:12][CH:13]=2)CCC1.[F:27][C:28]1([F:35])[CH2:31][N:30](CC#C)[CH2:29]1.BrC1C=C([C@@H]2[C@@H](C3C=CC=C(F)C=3)OC(=O)N2)C=NC=1. No catalyst specified. The product is [F:27][C:28]1([F:35])[CH2:31][N:30]([CH2:5][C:6]#[C:7][C:8]2[CH:9]=[C:10]([C@@H:14]3[C@@H:18]([C:19]4[CH:24]=[CH:23][CH:22]=[C:21]([F:25])[CH:20]=4)[O:17][C:16](=[O:26])[NH:15]3)[CH:11]=[N:12][CH:13]=2)[CH2:29]1. The yield is 0.0600. (9) The reactants are COP([CH2:7][C:8](=[O:16])[C:9]([F:15])([F:14])[CH2:10][CH2:11][CH2:12][CH3:13])(=O)OC.O[Li].O.[O:20]=[C:21]1[O:25][C@H:24]2[CH2:26][C@@H:27]([O:31][CH2:32][C:33]3[CH:38]=[CH:37][CH:36]=[CH:35][CH:34]=3)[C@H:28]([CH:29]=O)[C@H:23]2[CH2:22]1.[NH4+].[Cl-]. The catalyst is CC(OC)(C)C.ClCCl.O. The product is [F:15][C:9]([F:14])([CH2:10][CH2:11][CH2:12][CH3:13])[C:8](=[O:16])/[CH:7]=[CH:29]/[C@@H:28]1[C@@H:23]2[C@@H:24]([O:25][C:21](=[O:20])[CH2:22]2)[CH2:26][C@H:27]1[O:31][CH2:32][C:33]1[CH:38]=[CH:37][CH:36]=[CH:35][CH:34]=1. The yield is 0.560. (10) The yield is 0.610. The product is [CH:1]([NH:4][C:5]([C:7]1[C:15]2[C:10](=[N:11][CH:12]=[C:13]([O:32][C:30]3[CH:29]=[CH:28][CH:27]=[C:26]([CH3:25])[N:31]=3)[N:14]=2)[N:9]([CH2:17][O:18][CH2:19][CH2:20][Si:21]([CH3:24])([CH3:23])[CH3:22])[CH:8]=1)=[O:6])([CH3:3])[CH3:2]. The catalyst is CN(C=O)C. The reactants are [CH:1]([NH:4][C:5]([C:7]1[C:15]2[C:10](=[N:11][CH:12]=[C:13](Br)[N:14]=2)[N:9]([CH2:17][O:18][CH2:19][CH2:20][Si:21]([CH3:24])([CH3:23])[CH3:22])[CH:8]=1)=[O:6])([CH3:3])[CH3:2].[CH3:25][C:26]1[N:31]=[C:30]([OH:32])[CH:29]=[CH:28][CH:27]=1.C([O-])([O-])=O.[Cs+].[Cs+].